This data is from Peptide-MHC class I binding affinity with 185,985 pairs from IEDB/IMGT. The task is: Regression. Given a peptide amino acid sequence and an MHC pseudo amino acid sequence, predict their binding affinity value. This is MHC class I binding data. (1) The peptide sequence is ASYQFQLPY. The MHC is HLA-B58:01 with pseudo-sequence HLA-B58:01. The binding affinity (normalized) is 0.648. (2) The peptide sequence is HYDAPVFPI. The MHC is HLA-A02:01 with pseudo-sequence HLA-A02:01. The binding affinity (normalized) is 0.0847. (3) The peptide sequence is RRYILAPKG. The MHC is Mamu-B03 with pseudo-sequence Mamu-B03. The binding affinity (normalized) is 0.597. (4) The peptide sequence is QLFTFSPRR. The MHC is Patr-A0101 with pseudo-sequence Patr-A0101. The binding affinity (normalized) is 0.604.